This data is from Forward reaction prediction with 1.9M reactions from USPTO patents (1976-2016). The task is: Predict the product of the given reaction. Given the reactants [P:1]([Cl:6])(Cl)(Cl)([Cl:3])[Cl:2].[ClH:7].[C:8]([O:11]C(=O)C)(=[O:10])[CH3:9], predict the reaction product. The product is: [C:8]([Cl:7])(=[O:11])[CH3:9].[P:1]([Cl:6])([Cl:3])([Cl:2])=[O:10].